Dataset: Full USPTO retrosynthesis dataset with 1.9M reactions from patents (1976-2016). Task: Predict the reactants needed to synthesize the given product. (1) Given the product [Br:10][C:7]1[CH:6]=[C:3]2[C:2](=[CH:9][CH:8]=1)[O:1][CH2:13][C:12]([C:11]#[N:14])=[CH:4]2, predict the reactants needed to synthesize it. The reactants are: [OH:1][C:2]1[CH:9]=[CH:8][C:7]([Br:10])=[CH:6][C:3]=1[CH:4]=O.[C:11](#[N:14])[CH:12]=[CH2:13].N12CCN(CC1)CC2. (2) Given the product [NH2:14][CH2:15][C:16]([N:17]1[CH2:18][CH2:19][N:20]([C:23](=[O:34])[C:24]2[CH:29]=[CH:28][CH:27]=[CH:26][C:25]=2[C:30]([F:33])([F:31])[F:32])[CH2:21][CH2:22]1)=[O:35], predict the reactants needed to synthesize it. The reactants are: C(O)(C(F)(F)F)=O.C(OC(=O)[NH:14][CH2:15][C:16](=[O:35])[N:17]1[CH2:22][CH2:21][N:20]([C:23](=[O:34])[C:24]2[CH:29]=[CH:28][CH:27]=[CH:26][C:25]=2[C:30]([F:33])([F:32])[F:31])[CH2:19][CH2:18]1)(C)(C)C. (3) Given the product [CH:32]1([CH2:31][O:30][C:22]2[CH:23]=[CH:24][C:25]([CH:27]([F:29])[F:28])=[CH:26][C:21]=2[C:20]2[C:15]3[NH:14][C:13]([CH3:35])=[C:12]([C:10]([NH:9][C@H:6]4[CH2:7][CH2:8][C@H:3]([NH:2][C:36](=[O:39])[CH2:37][CH3:38])[CH2:4][CH2:5]4)=[O:11])[C:16]=3[N:17]=[CH:18][N:19]=2)[CH2:34][CH2:33]1, predict the reactants needed to synthesize it. The reactants are: Cl.[NH2:2][C@H:3]1[CH2:8][CH2:7][C@H:6]([NH:9][C:10]([C:12]2[C:16]3[N:17]=[CH:18][N:19]=[C:20]([C:21]4[CH:26]=[C:25]([CH:27]([F:29])[F:28])[CH:24]=[CH:23][C:22]=4[O:30][CH2:31][CH:32]4[CH2:34][CH2:33]4)[C:15]=3[NH:14][C:13]=2[CH3:35])=[O:11])[CH2:5][CH2:4]1.[C:36](Cl)(=[O:39])[CH2:37][CH3:38]. (4) Given the product [NH:2]([C:22](=[O:23])[C:21]([NH:20][C:17]1[CH:18]=[CH:19][C:14]([C@H:11]2[CH2:12][CH2:13][C@H:8]([CH2:7][C:6]([O:5][CH3:4])=[O:27])[CH2:9][CH2:10]2)=[CH:15][CH:16]=1)=[O:26])[NH2:3], predict the reactants needed to synthesize it. The reactants are: O.[NH2:2][NH2:3].[CH3:4][O:5][C:6](=[O:27])[CH2:7][C@H:8]1[CH2:13][CH2:12][C@H:11]([C:14]2[CH:19]=[CH:18][C:17]([NH:20][C:21](=[O:26])[C:22](OC)=[O:23])=[CH:16][CH:15]=2)[CH2:10][CH2:9]1. (5) Given the product [Br:43][C:40]1[CH:39]=[N:38][C:37]([O:1][CH2:2][CH2:3][O:4][C:5]2[N:10]=[CH:9][N:8]=[C:7]([NH:11][S:12](=[O:26])(=[O:25])[NH:13][CH:14]([O:17][CH2:18][C:19]3[CH:24]=[CH:23][CH:22]=[CH:21][CH:20]=3)[CH2:15][CH3:16])[C:6]=2[C:27]2[CH:28]=[CH:29][C:30]([Br:33])=[CH:31][CH:32]=2)=[N:42][CH:41]=1, predict the reactants needed to synthesize it. The reactants are: [OH:1][CH2:2][CH2:3][O:4][C:5]1[N:10]=[CH:9][N:8]=[C:7]([NH:11][S:12](=[O:26])(=[O:25])[NH:13][CH:14]([O:17][CH2:18][C:19]2[CH:24]=[CH:23][CH:22]=[CH:21][CH:20]=2)[CH2:15][CH3:16])[C:6]=1[C:27]1[CH:32]=[CH:31][C:30]([Br:33])=[CH:29][CH:28]=1.[H-].[Na+].Cl[C:37]1[N:42]=[CH:41][C:40]([Br:43])=[CH:39][N:38]=1. (6) Given the product [F:20][C:21]1[CH:28]=[C:27]([N:29]2[CH2:33][CH2:32][N:31]([C:34]3[CH:35]=[N:36][CH:37]=[CH:38][C:39]=3[CH3:40])[C:30]2=[O:41])[CH:26]=[CH:25][C:22]=1[CH:23]([OH:24])[C:3]([F:6])([F:5])[F:4], predict the reactants needed to synthesize it. The reactants are: C[Si](C)(C)[C:3]([F:6])([F:5])[F:4].C1COCC1.C([O-])([O-])=O.[K+].[K+].[F:20][C:21]1[CH:28]=[C:27]([N:29]2[CH2:33][CH2:32][N:31]([C:34]3[CH:35]=[N:36][CH:37]=[CH:38][C:39]=3[CH3:40])[C:30]2=[O:41])[CH:26]=[CH:25][C:22]=1[CH:23]=[O:24]. (7) Given the product [C:16]([O:14][C@H:7]1[C@@H:8]([OH:13])[C@@H:9]([CH2:11][O:12][C:16](=[O:23])[C:17]2[CH:22]=[CH:21][CH:20]=[CH:19][CH:18]=2)[O:10][C@@H:5]([S:4][CH:2]([CH3:1])[CH3:3])[C@@H:6]1[OH:15])(=[O:23])[C:17]1[CH:22]=[CH:21][CH:20]=[CH:19][CH:18]=1, predict the reactants needed to synthesize it. The reactants are: [CH3:1][CH:2]([S:4][C@@H:5]1[O:10][C@H:9]([CH2:11][OH:12])[C@H:8]([OH:13])[C@H:7]([OH:14])[C@H:6]1[OH:15])[CH3:3].[C:16](Cl)(=[O:23])[C:17]1[CH:22]=[CH:21][CH:20]=[CH:19][CH:18]=1. (8) Given the product [CH3:21][C:18]1[CH:19]=[CH:20][C:15]([C:13]2[N:14]3[CH:23]=[CH:24][N:1]=[C:2]3[CH:3]=[C:4]([C:5]([O:7][C:8]([CH3:9])([CH3:10])[CH3:11])=[O:6])[CH:12]=2)=[CH:16][CH:17]=1, predict the reactants needed to synthesize it. The reactants are: [NH2:1][C:2]1[CH:3]=[C:4]([CH:12]=[C:13]([C:15]2[CH:20]=[CH:19][C:18]([CH3:21])=[CH:17][CH:16]=2)[N:14]=1)[C:5]([O:7][C:8]([CH3:11])([CH3:10])[CH3:9])=[O:6].Br[CH2:23][CH:24](OC)OC.CC1C=CC(S(O)(=O)=O)=CC=1. (9) The reactants are: [NH:1]1[C:9]2[C:4](=[CH:5][CH:6]=[CH:7][CH:8]=2)[C:3](/[CH:10]=[CH:11]/[C:12]([OH:14])=O)=[CH:2]1.[CH:15]([NH:18][NH:19][C:20](=[O:27])[C:21]1[CH:26]=[CH:25][CH:24]=[CH:23][CH:22]=1)([CH3:17])[CH3:16].CN(C(ON1N=NC2C=CC=NC1=2)=[N+](C)C)C.F[P-](F)(F)(F)(F)F.C(N(CC)C(C)C)(C)C. Given the product [NH:1]1[C:9]2[C:4](=[CH:5][CH:6]=[CH:7][CH:8]=2)[C:3](/[CH:10]=[CH:11]/[C:12]([N:18]([CH:15]([CH3:17])[CH3:16])[NH:19][C:20](=[O:27])[C:21]2[CH:26]=[CH:25][CH:24]=[CH:23][CH:22]=2)=[O:14])=[CH:2]1, predict the reactants needed to synthesize it.